From a dataset of Retrosynthesis with 50K atom-mapped reactions and 10 reaction types from USPTO. Predict the reactants needed to synthesize the given product. (1) Given the product Cc1cc(SC(C)c2sc(-c3ccc(C(F)(F)F)cc3)nc2CCc2c(F)cccc2Cl)ccc1OCC(=O)O, predict the reactants needed to synthesize it. The reactants are: CCOC(=O)COc1ccc(SC(C)c2sc(-c3ccc(C(F)(F)F)cc3)nc2CCc2c(F)cccc2Cl)cc1C. (2) The reactants are: CCOC(=O)[C@H](C)N.O=C(Cl)CCl. Given the product CCOC(=O)[C@H](C)NC(=O)CCl, predict the reactants needed to synthesize it. (3) The reactants are: CC(C)OC(=O)COc1cccc(NC2CCc3ccc(-c4cccc(F)c4)cc32)c1.CI. Given the product CC(C)OC(=O)COc1cccc(N(C)C2CCc3ccc(-c4cccc(F)c4)cc32)c1, predict the reactants needed to synthesize it.